This data is from Peptide-MHC class II binding affinity with 134,281 pairs from IEDB. The task is: Regression. Given a peptide amino acid sequence and an MHC pseudo amino acid sequence, predict their binding affinity value. This is MHC class II binding data. (1) The peptide sequence is EKKYFAWTQFEPLAA. The MHC is HLA-DPA10201-DPB11401 with pseudo-sequence HLA-DPA10201-DPB11401. The binding affinity (normalized) is 0.857. (2) The peptide sequence is TVEKWLACGVDNFCV. The MHC is HLA-DQA10303-DQB10402 with pseudo-sequence HLA-DQA10303-DQB10402. The binding affinity (normalized) is 0. (3) The peptide sequence is SLCLMMIMPAALAFH. The MHC is DRB1_0802 with pseudo-sequence DRB1_0802. The binding affinity (normalized) is 0.399. (4) The peptide sequence is KAAVAAAASVPAADK. The MHC is DRB1_0802 with pseudo-sequence DRB1_0802. The binding affinity (normalized) is 0.808. (5) The peptide sequence is RETQISKTNTQTYR. The MHC is DRB1_1302 with pseudo-sequence DRB1_1302. The binding affinity (normalized) is 0.651. (6) The peptide sequence is LVVLSELPDFLAKKG. The binding affinity (normalized) is 0. The MHC is DRB3_0202 with pseudo-sequence DRB3_0202.